From a dataset of Full USPTO retrosynthesis dataset with 1.9M reactions from patents (1976-2016). Predict the reactants needed to synthesize the given product. (1) Given the product [Cl:16][C:14]1[C:13]([C:17]#[N:18])=[C:12]([C:32]2[CH:31]=[N:30][CH:29]=[C:28]([S:25]([CH3:24])(=[O:27])=[O:26])[CH:33]=2)[C:11]([O:20][CH2:21][CH3:22])=[C:10]([CH:8]([NH:7][C:6](=[O:23])[O:5][C:1]([CH3:4])([CH3:3])[CH3:2])[CH3:9])[CH:15]=1, predict the reactants needed to synthesize it. The reactants are: [C:1]([O:5][C:6](=[O:23])[NH:7][CH:8]([C:10]1[CH:15]=[C:14]([Cl:16])[C:13]([C:17]#[N:18])=[C:12](Br)[C:11]=1[O:20][CH2:21][CH3:22])[CH3:9])([CH3:4])([CH3:3])[CH3:2].[CH3:24][S:25]([C:28]1[CH:29]=[N:30][CH:31]=[C:32](B2OC(C)(C)C(C)(C)O2)[CH:33]=1)(=[O:27])=[O:26].C(=O)([O-])[O-].[K+].[K+]. (2) Given the product [CH2:35]([C:42]1[N:46]=[C:45]([CH:47]2[CH2:52][CH2:51][N:50]([CH2:11][C@@H:9]3[CH2:10][C@@:8]3([CH2:13][N:14]([CH3:24])[S:15]([C:18]3[CH:23]=[CH:22][CH:21]=[CH:20][CH:19]=3)(=[O:17])=[O:16])[C:4]3[CH:5]=[CH:6][CH:7]=[C:2]([Cl:1])[CH:3]=3)[CH2:49][CH2:48]2)[O:44][N:43]=1)[C:36]1[CH:37]=[CH:38][CH:39]=[CH:40][CH:41]=1, predict the reactants needed to synthesize it. The reactants are: [Cl:1][C:2]1[CH:3]=[C:4]([C@:8]2([CH2:13][N:14]([CH3:24])[S:15]([C:18]3[CH:23]=[CH:22][CH:21]=[CH:20][CH:19]=3)(=[O:17])=[O:16])[CH2:10][C@H:9]2[CH:11]=O)[CH:5]=[CH:6][CH:7]=1.ClC1C=C(CC#N)C=CC=1.[CH2:35]([C:42]1[N:46]=[C:45]([CH:47]2[CH2:52][CH2:51][NH:50][CH2:49][CH2:48]2)[O:44][N:43]=1)[C:36]1[CH:41]=[CH:40][CH:39]=[CH:38][CH:37]=1. (3) Given the product [O:15]=[C:9]1[N:8]([CH2:1][C:2]2[CH:7]=[CH:6][CH:5]=[CH:4][CH:3]=2)[C@H:12]([CH:13]=[O:14])[CH2:11][S:10]1, predict the reactants needed to synthesize it. The reactants are: [CH2:1]([N:8]1[C@H:12]([CH2:13][OH:14])[CH2:11][S:10][C:9]1=[O:15])[C:2]1[CH:7]=[CH:6][CH:5]=[CH:4][CH:3]=1.N1C=CC=CC=1.FC(F)(F)C(O)=O.C1(N=C=NC2CCCCC2)CCCCC1. (4) Given the product [NH2:3][C:4]1[CH:5]=[C:6]([CH:9]=[CH:10][C:11]=1[F:12])[C:7](=[NH:8])[NH:1][OH:2], predict the reactants needed to synthesize it. The reactants are: [NH2:1][OH:2].[NH2:3][C:4]1[CH:5]=[C:6]([CH:9]=[CH:10][C:11]=1[F:12])[C:7]#[N:8]. (5) The reactants are: Cl[C:2]1[N:17]=[N:16][C:5]2[NH:6][C:7]3[CH:15]=[CH:14][CH:13]=[CH:12][C:8]=3[NH:9][C:10](=[O:11])[C:4]=2[CH:3]=1.[CH2:18]([Sn](CCCC)(CCCC)C=C)[CH2:19]CC.C1(P(C2C=CC=CC=2)C2C=CC=CC=2)C=CC=CC=1. Given the product [CH:18]([C:2]1[N:17]=[N:16][C:5]2[NH:6][C:7]3[CH:15]=[CH:14][CH:13]=[CH:12][C:8]=3[NH:9][C:10](=[O:11])[C:4]=2[CH:3]=1)=[CH2:19], predict the reactants needed to synthesize it. (6) Given the product [NH2:1][C:2]1[C:7]([Br:20])=[CH:6][C:5]([C:8]2[CH:13]=[CH:12][C:11]([F:14])=[CH:10][CH:9]=2)=[CH:4][N:3]=1, predict the reactants needed to synthesize it. The reactants are: [NH2:1][C:2]1[CH:7]=[CH:6][C:5]([C:8]2[CH:13]=[CH:12][C:11]([F:14])=[CH:10][CH:9]=2)=[CH:4][N:3]=1.C([O-])(=O)C.[Na+].[Br:20]Br. (7) Given the product [NH2:11][C@@H:8]([C:5]1[C:4]([F:18])=[C:3]([C:2]([Cl:1])=[CH:7][CH:6]=1)[O:19][C:20]1[CH:25]=[CH:24][C:23]([C:26]([NH2:27])=[O:30])=[N:22][CH:21]=1)[CH2:9][CH3:10], predict the reactants needed to synthesize it. The reactants are: [Cl:1][C:2]1[CH:7]=[CH:6][C:5]([C@H:8]([NH:11][S@@](C(C)(C)C)=O)[CH2:9][CH3:10])=[C:4]([F:18])[C:3]=1[O:19][C:20]1[CH:21]=[N:22][C:23]([C:26]#[N:27])=[CH:24][CH:25]=1.C(OCC)(=[O:30])C. (8) Given the product [CH3:14][CH:13]([CH2:12][CH2:11][CH:10]=[C:8]([CH3:9])[CH3:7])[CH2:15][CH:16]1[O:6][CH:3]([CH:2]=[CH2:1])[CH2:4][O:5]1, predict the reactants needed to synthesize it. The reactants are: [CH2:1]=[CH:2][CH:3]([OH:6])[CH2:4][OH:5].[CH3:7][C:8](=[CH:10][CH2:11][CH2:12][CH:13]([CH2:15][CH:16]=O)[CH3:14])[CH3:9]. (9) The reactants are: [CH2:1]([C:5]1[C:10]([O:11][CH3:12])=[CH:9][C:8]2[O:13][CH2:14][C:15]3[C:19]([C:20](O)=[O:21])=[N:18][N:17]([C:23]4[S:24][CH:25]=[CH:26][CH:27]=4)[C:16]=3[C:7]=2[CH:6]=1)[CH:2]([CH3:4])[CH3:3].[C:28]([NH:32][CH3:33])([CH3:31])([CH3:30])[CH3:29].CN(C(ON1N=NC2C=CC=NC1=2)=[N+](C)C)C.F[P-](F)(F)(F)(F)F.C(N(C(C)C)CC)(C)C. Given the product [C:28]([N:32]([CH3:33])[C:20]([C:19]1[C:15]2[CH2:14][O:13][C:8]3[CH:9]=[C:10]([O:11][CH3:12])[C:5]([CH2:1][CH:2]([CH3:3])[CH3:4])=[CH:6][C:7]=3[C:16]=2[N:17]([C:23]2[S:24][CH:25]=[CH:26][CH:27]=2)[N:18]=1)=[O:21])([CH3:31])([CH3:30])[CH3:29], predict the reactants needed to synthesize it.